Predict the product of the given reaction. From a dataset of Forward reaction prediction with 1.9M reactions from USPTO patents (1976-2016). (1) Given the reactants O.CN(C)C(=[O:6])C.[CH:8]1[CH:9]=[CH:10][C:11]([C@@H:14]([NH2:31])[C:15]([NH:17][C@@H:18]2[C:25](=[O:26])[N:24]3[C@@H:19]2[CH2:20][CH2:21][C:22]([Cl:30])=[C:23]3[C:27]([OH:29])=[O:28])=[O:16])=[CH:12][CH:13]=1.Cl, predict the reaction product. The product is: [CH2:20]1[CH:19]2[CH:18]([NH:17][C:15]([C@H:14]([NH2:31])[C:11]3[CH:12]=[CH:13][CH:8]=[CH:9][CH:10]=3)=[O:16])[C:25](=[O:26])[N:24]2[C:23]([C:27]([OH:29])=[O:28])=[C:22]([Cl:30])[CH2:21]1.[OH2:6]. (2) Given the reactants Cl[C:2]1[C:7]2[CH2:8][CH2:9][CH2:10][C:6]=2[N:5]=[C:4]([CH:11]2[CH2:15][CH2:14][CH2:13][CH2:12]2)[N:3]=1.[CH3:16][O:17][C:18]([C:20]1([C:25]2[CH:30]=[CH:29][C:28]([NH2:31])=[CH:27][CH:26]=2)[CH2:24][CH2:23][CH2:22][CH2:21]1)=[O:19], predict the reaction product. The product is: [CH3:16][O:17][C:18]([C:20]1([C:25]2[CH:26]=[CH:27][C:28]([NH:31][C:2]3[C:7]4[CH2:8][CH2:9][CH2:10][C:6]=4[N:5]=[C:4]([CH:11]4[CH2:15][CH2:14][CH2:13][CH2:12]4)[N:3]=3)=[CH:29][CH:30]=2)[CH2:21][CH2:22][CH2:23][CH2:24]1)=[O:19].